This data is from Experimentally validated miRNA-target interactions with 360,000+ pairs, plus equal number of negative samples. The task is: Binary Classification. Given a miRNA mature sequence and a target amino acid sequence, predict their likelihood of interaction. (1) The miRNA is hsa-miR-4724-5p with sequence AACUGAACCAGGAGUGAGCUUCG. The protein sequence of the target gene is MSGRGKQGGKARAKSKSRSSRAGLQFPVGRIHRLLRKGNYAERIGAGAPVYLAAVLEYLTAEILELAGNASRDNKKTRIIPRHLQLAIRNDEELNKLLGGVTIAQGGVLPNIQAVLLPKKTESHHHKAQSK. Result: 0 (no interaction). (2) The miRNA is hsa-miR-605-5p with sequence UAAAUCCCAUGGUGCCUUCUCCU. The protein sequence of the target gene is MARFALTVVRHGETRFNKEKIIQGQGVDEPLSETGFKQAAAAGIFLNNVKFTHAFSSDLMRTKQTMHGILERSKFCKDMTVKYDSRLRERKYGVVEGKALSELRAMAKAAREECPVFTPPGGETLDQVKMRGIDFFEFLCQLILKEADQKEQFSQGSPSNCLETSLAEIFPLGKNHSSKVNSDSGIPGLAASVLVVSHGAYMRSLFDYFLTDLKCSLPATLSRSELMSVTPNTGMSLFIINFEEGREVKPTVQCICMNLQDHLNGLTETR. Result: 1 (interaction).